From a dataset of Reaction yield outcomes from USPTO patents with 853,638 reactions. Predict the reaction yield, written as a fraction of the theoretical maximum amount of product (1.0 means a 100% yield; for example, 0.34 means a 34% yield). (1) The reactants are [NH2:1][C:2]1[CH:7]=[CH:6][C:5]([N:8]2[C:14](=[O:15])[CH2:13][C:12](=[O:16])[NH:11][C:10]3[C:17]4[C:22]([CH:23]=[CH:24][C:9]2=3)=[CH:21][CH:20]=[CH:19][CH:18]=4)=[CH:4][CH:3]=1.CN(C(ON1N=NC2C=CC=NC1=2)=[N+](C)C)C.F[P-](F)(F)(F)(F)F.C(N(CC)CC)C.[CH2:56]([C:58]1[C:59]([C:64](O)=[O:65])=[N:60][CH:61]=[CH:62][CH:63]=1)[CH3:57]. The catalyst is CC(N(C)C)=O. The product is [CH2:56]([C:58]1[C:59]([C:64]([NH:1][C:2]2[CH:7]=[CH:6][C:5]([N:8]3[C:14](=[O:15])[CH2:13][C:12](=[O:16])[NH:11][C:10]4[C:17]5[C:22]([CH:23]=[CH:24][C:9]3=4)=[CH:21][CH:20]=[CH:19][CH:18]=5)=[CH:4][CH:3]=2)=[O:65])=[N:60][CH:61]=[CH:62][CH:63]=1)[CH3:57]. The yield is 0.690. (2) The reactants are [N+:1]([C:4]1[CH:9]=[CH:8][C:7]([CH2:10][CH2:11][C:12]([NH2:14])=[O:13])=[CH:6][CH:5]=1)([O-:3])=[O:2].Br[CH2:16][C:17]([C:19]1[CH:28]=[CH:27][C:26]2[C:25]([CH3:30])([CH3:29])[CH2:24][CH2:23][C:22]([CH3:32])([CH3:31])[C:21]=2[CH:20]=1)=O. The catalyst is CN(C=O)C. The product is [N+:1]([C:4]1[CH:5]=[CH:6][C:7]([CH2:10][CH2:11][C:12]2[O:13][CH:16]=[C:17]([C:19]3[CH:28]=[CH:27][C:26]4[C:25]([CH3:30])([CH3:29])[CH2:24][CH2:23][C:22]([CH3:32])([CH3:31])[C:21]=4[CH:20]=3)[N:14]=2)=[CH:8][CH:9]=1)([O-:3])=[O:2]. The yield is 0.400. (3) The catalyst is C1COCC1. The reactants are C([O:3][CH:4](OCC)[CH2:5][NH:6][C:7](=[O:11])[O:8][CH2:9][CH3:10])C.Cl.O. The product is [O:3]=[CH:4][CH2:5][NH:6][C:7](=[O:11])[O:8][CH2:9][CH3:10]. The yield is 0.280. (4) The reactants are [CH3:1][N:2]([C:11]1[CH:12]=[CH:13][CH:14]=[C:15]2[C:19]=1[NH:18][C:17]([C:20]1[S:21][C:22]3([CH2:29][CH2:28][NH:27][CH2:26][CH2:25]3)[CH2:23][N:24]=1)=[CH:16]2)[S:3]([C:6]1[S:7][CH:8]=[CH:9][CH:10]=1)(=[O:5])=[O:4].[CH3:30][N:31]1[CH2:35][CH2:34][N:33]=[C:32]1[CH:36]=O.C(O[BH-](OC(=O)C)OC(=O)C)(=O)C.[Na+].O. The catalyst is O1CCCC1. The product is [CH3:1][N:2]([C:11]1[CH:12]=[CH:13][CH:14]=[C:15]2[C:19]=1[NH:18][C:17]([C:20]1[S:21][C:22]3([CH2:29][CH2:28][N:27]([CH2:36][C:32]4[N:31]([CH3:30])[CH:35]=[CH:34][N:33]=4)[CH2:26][CH2:25]3)[CH2:23][N:24]=1)=[CH:16]2)[S:3]([C:6]1[S:7][CH:8]=[CH:9][CH:10]=1)(=[O:4])=[O:5]. The yield is 0.120. (5) The reactants are [OH-].[Na+].[Cl:3][C:4]1[CH:9]=[CH:8][C:7]([CH2:10][C:11]([C:13]2[CH:18]=[CH:17][C:16]([OH:19])=[CH:15][CH:14]=2)=[O:12])=[CH:6][CH:5]=1.Cl.[CH3:21][N:22]([CH2:24][CH2:25]Cl)[CH3:23]. The catalyst is CCCC[N+](CCCC)(CCCC)CCCC.[Br-].C1(C)C=CC=CC=1. The product is [Cl:3][C:4]1[CH:9]=[CH:8][C:7]([CH2:10][C:11]([C:13]2[CH:14]=[CH:15][C:16]([O:19][CH2:25][CH2:24][N:22]([CH3:23])[CH3:21])=[CH:17][CH:18]=2)=[O:12])=[CH:6][CH:5]=1. The yield is 0.240.